From a dataset of NCI-60 drug combinations with 297,098 pairs across 59 cell lines. Regression. Given two drug SMILES strings and cell line genomic features, predict the synergy score measuring deviation from expected non-interaction effect. (1) Drug 1: CS(=O)(=O)OCCCCOS(=O)(=O)C. Drug 2: CC12CCC3C(C1CCC2OP(=O)(O)O)CCC4=C3C=CC(=C4)OC(=O)N(CCCl)CCCl.[Na+]. Cell line: BT-549. Synergy scores: CSS=4.63, Synergy_ZIP=-2.17, Synergy_Bliss=-1.17, Synergy_Loewe=-6.57, Synergy_HSA=-2.19. (2) Drug 1: COC1=NC(=NC2=C1N=CN2C3C(C(C(O3)CO)O)O)N. Drug 2: CCC1(C2=C(COC1=O)C(=O)N3CC4=CC5=C(C=CC(=C5CN(C)C)O)N=C4C3=C2)O.Cl. Cell line: ACHN. Synergy scores: CSS=19.9, Synergy_ZIP=6.39, Synergy_Bliss=9.82, Synergy_Loewe=-37.3, Synergy_HSA=0.619. (3) Drug 1: C1=NC2=C(N=C(N=C2N1C3C(C(C(O3)CO)O)F)Cl)N. Drug 2: CCN(CC)CCNC(=O)C1=C(NC(=C1C)C=C2C3=C(C=CC(=C3)F)NC2=O)C. Cell line: NCI-H522. Synergy scores: CSS=11.2, Synergy_ZIP=-3.56, Synergy_Bliss=1.21, Synergy_Loewe=-9.47, Synergy_HSA=0.812. (4) Synergy scores: CSS=77.6, Synergy_ZIP=20.6, Synergy_Bliss=18.4, Synergy_Loewe=11.8, Synergy_HSA=20.9. Drug 2: C1=CC(=CC=C1CC(C(=O)O)N)N(CCCl)CCCl.Cl. Drug 1: CC1=C2C(C(=O)C3(C(CC4C(C3C(C(C2(C)C)(CC1OC(=O)C(C(C5=CC=CC=C5)NC(=O)OC(C)(C)C)O)O)OC(=O)C6=CC=CC=C6)(CO4)OC(=O)C)OC)C)OC. Cell line: NCI-H460. (5) Drug 1: COC1=CC(=CC(=C1O)OC)C2C3C(COC3=O)C(C4=CC5=C(C=C24)OCO5)OC6C(C(C7C(O6)COC(O7)C8=CC=CS8)O)O. Drug 2: CCC1(CC2CC(C3=C(CCN(C2)C1)C4=CC=CC=C4N3)(C5=C(C=C6C(=C5)C78CCN9C7C(C=CC9)(C(C(C8N6C=O)(C(=O)OC)O)OC(=O)C)CC)OC)C(=O)OC)O.OS(=O)(=O)O. Cell line: RXF 393. Synergy scores: CSS=35.5, Synergy_ZIP=-4.15, Synergy_Bliss=0.749, Synergy_Loewe=2.20, Synergy_HSA=4.24. (6) Drug 1: CC1C(C(CC(O1)OC2CC(CC3=C2C(=C4C(=C3O)C(=O)C5=C(C4=O)C(=CC=C5)OC)O)(C(=O)C)O)N)O.Cl. Drug 2: CS(=O)(=O)OCCCCOS(=O)(=O)C. Cell line: MALME-3M. Synergy scores: CSS=23.6, Synergy_ZIP=-6.02, Synergy_Bliss=2.71, Synergy_Loewe=-21.0, Synergy_HSA=0.140. (7) Cell line: MDA-MB-435. Drug 2: CN1CCC(CC1)COC2=C(C=C3C(=C2)N=CN=C3NC4=C(C=C(C=C4)Br)F)OC. Synergy scores: CSS=2.99, Synergy_ZIP=2.53, Synergy_Bliss=9.40, Synergy_Loewe=2.19, Synergy_HSA=4.98. Drug 1: CC1=C(C=C(C=C1)NC2=NC=CC(=N2)N(C)C3=CC4=NN(C(=C4C=C3)C)C)S(=O)(=O)N.Cl. (8) Drug 1: CC12CCC3C(C1CCC2=O)CC(=C)C4=CC(=O)C=CC34C. Drug 2: CNC(=O)C1=NC=CC(=C1)OC2=CC=C(C=C2)NC(=O)NC3=CC(=C(C=C3)Cl)C(F)(F)F. Cell line: 786-0. Synergy scores: CSS=41.3, Synergy_ZIP=-6.13, Synergy_Bliss=-0.658, Synergy_Loewe=-2.80, Synergy_HSA=-0.696.